Task: Binary Classification. Given a drug SMILES string, predict its activity (active/inactive) in a high-throughput screening assay against a specified biological target.. Dataset: HIV replication inhibition screening data with 41,000+ compounds from the AIDS Antiviral Screen (1) The drug is NS(=O)(=O)c1ccc(NC(=S)NC=C(C(=O)c2ccccc2)C(=O)c2ccccc2)cc1. The result is 0 (inactive). (2) The compound is CCCCS(=O)(=O)CCC(N)P(=O)(O)O. The result is 0 (inactive). (3) The compound is N#Cc1c(-c2ccc([N+](=O)[O-])cc2)c(=O)oc2cc(O)ccc12. The result is 0 (inactive). (4) The molecule is C1CCC2(CC1)SSC1(CCCCC1)S2. The result is 0 (inactive).